From a dataset of NCI-60 drug combinations with 297,098 pairs across 59 cell lines. Regression. Given two drug SMILES strings and cell line genomic features, predict the synergy score measuring deviation from expected non-interaction effect. Drug 1: C1CN1C2=NC(=NC(=N2)N3CC3)N4CC4. Drug 2: C1=NC2=C(N1)C(=S)N=C(N2)N. Cell line: NCI/ADR-RES. Synergy scores: CSS=37.2, Synergy_ZIP=-2.53, Synergy_Bliss=-1.68, Synergy_Loewe=-2.26, Synergy_HSA=2.13.